From a dataset of Full USPTO retrosynthesis dataset with 1.9M reactions from patents (1976-2016). Predict the reactants needed to synthesize the given product. (1) The reactants are: Cl[CH2:2][C:3]1[N:7]([CH2:8][C:9]([F:12])([F:11])[F:10])[N:6]=[C:5]([C:13]2[CH:18]=[CH:17][C:16]([O:19][C:20]([F:23])([F:22])[F:21])=[CH:15][CH:14]=2)[CH:4]=1.[C:24](#[N:26])C. Given the product [F:10][C:9]([F:12])([F:11])[CH2:8][N:7]1[C:3]([CH2:2][C:24]#[N:26])=[CH:4][C:5]([C:13]2[CH:18]=[CH:17][C:16]([O:19][C:20]([F:23])([F:22])[F:21])=[CH:15][CH:14]=2)=[N:6]1, predict the reactants needed to synthesize it. (2) Given the product [NH2:2][C:3]1[C:4]([C:28]([NH2:30])=[O:29])=[CH:5][C:6]2[C:14]3[C:9](=[CH:10][CH:11]=[CH:12][CH:13]=3)[N:8]([CH2:15][C@@H:16]([NH2:26])[CH2:17][OH:18])[C:7]=2[N:27]=1, predict the reactants needed to synthesize it. The reactants are: Cl.[NH2:2][C:3]1[C:4]([C:28]([NH2:30])=[O:29])=[CH:5][C:6]2[C:14]3[C:9](=[CH:10][CH:11]=[CH:12][CH:13]=3)[N:8]([CH2:15][C@@H:16]([NH2:26])[CH2:17][O:18]CC3C=CC=CC=3)[C:7]=2[N:27]=1.I[Si](C)(C)C.Cl. (3) Given the product [F:27][CH2:28][CH2:29][S:30][C:31]1[N:32]=[CH:33][N:34]2[CH:38]=[C:37]([C:8]3[C@H:9]([CH3:10])[C@@H:5]4[C@@H:4]([C@H:2]([OH:1])[CH3:3])[C:25](=[O:26])[N:6]4[C:7]=3[C:12]([O:14][CH2:15][C:16]3[CH:21]=[CH:20][C:19]([N+:22]([O-:24])=[O:23])=[CH:18][CH:17]=3)=[O:13])[S:36][C:35]=12, predict the reactants needed to synthesize it. The reactants are: [OH:1][C@@H:2]([C@H:4]1[C:25](=[O:26])[N:6]2[C@@H:7]([C:12]([O:14][CH2:15][C:16]3[CH:21]=[CH:20][C:19]([N+:22]([O-:24])=[O:23])=[CH:18][CH:17]=3)=[O:13])[C:8](=O)[C@H:9]([CH3:10])[C@H:5]12)[CH3:3].[F:27][CH2:28][CH2:29][S:30][C:31]1[N:32]=[CH:33][N:34]2[CH:38]=[C:37]([Sn](CCCC)(CCCC)CCCC)[S:36][C:35]=12. (4) Given the product [S:8]1[C:7]2[CH:12]=[C:13]3[C:4](=[CH:5][C:6]=2[S:10][C:9]1=[S:11])[CH:3]=[C:20]1[C:15]([CH:16]2[CH2:22][CH2:21][CH:19]1[CH:18]=[CH:17]2)=[CH:14]3, predict the reactants needed to synthesize it. The reactants are: O.O[CH:3]1[C:20]2[CH:19]3[CH2:21][CH2:22][CH:16]([CH:17]=[CH:18]3)[C:15]=2[CH:14](O)[C:13]2[C:4]1=[CH:5][C:6]1[S:10][C:9](=[S:11])[S:8][C:7]=1[CH:12]=2. (5) The reactants are: [CH2:1]([O:3][C:4](=[O:19])[C:5]1[CH:10]=[CH:9][C:8]([N:11]2[CH:15]=[C:14]([OH:16])[C:13]([C:17]#[N:18])=[CH:12]2)=[CH:7][CH:6]=1)[CH3:2].[CH2:20](Br)[C:21]1[CH:26]=[CH:25][CH:24]=[CH:23][CH:22]=1.C(=O)([O-])[O-].[Cs+].[Cs+].O. Given the product [CH2:1]([O:3][C:4](=[O:19])[C:5]1[CH:6]=[CH:7][C:8]([N:11]2[CH:12]=[C:13]([C:17]#[N:18])[C:14]([O:16][CH2:20][C:21]3[CH:26]=[CH:25][CH:24]=[CH:23][CH:22]=3)=[CH:15]2)=[CH:9][CH:10]=1)[CH3:2], predict the reactants needed to synthesize it. (6) Given the product [CH3:16][C:17]1([CH2:23][C:24]([NH:41][NH:40][C:38]2[CH:39]=[CH:34][C:35]3[C:36](=[CH:6][CH:1]=[CH:2][CH:3]=3)[CH:37]=2)=[O:26])[O:21][CH:20]([CH3:22])[CH2:19][O:18]1, predict the reactants needed to synthesize it. The reactants are: [CH2:1]1[CH2:6]CC(N=C=N[CH:1]2[CH2:6]CC[CH2:3][CH2:2]2)[CH2:3][CH2:2]1.[CH3:16][C:17]1([CH2:23][C:24]([OH:26])=O)[O:21][CH:20]([CH3:22])[CH2:19][O:18]1.C(N(CC)CC)C.[CH:34]1[CH:35]=[CH:36][C:37]2N(O)[N:41]=[N:40][C:38]=2[CH:39]=1. (7) Given the product [C:17]([O:16][C:14](=[O:15])[NH:13][CH:11]([C:10]1[CH:9]=[CH:8][C:4]([C:5](=[O:7])[NH:62][C:63]2[CH:68]=[CH:67][N:66]=[CH:65][CH:64]=2)=[CH:3][C:2]=1[Br:1])[CH3:12])([CH3:20])([CH3:19])[CH3:18], predict the reactants needed to synthesize it. The reactants are: [Br:1][C:2]1[CH:3]=[C:4]([CH:8]=[CH:9][C:10]=1[CH:11]([NH:13][C:14]([O:16][C:17]([CH3:20])([CH3:19])[CH3:18])=[O:15])[CH3:12])[C:5]([OH:7])=O.CCN(C(C)C)C(C)C.CN(C(ON1N=NC2C=CC=CC1=2)=[N+](C)C)C.[B-](F)(F)(F)F.C1C=CC2N(O)N=NC=2C=1.[NH2:62][C:63]1[CH:68]=[CH:67][N:66]=[CH:65][CH:64]=1.